Dataset: Reaction yield outcomes from USPTO patents with 853,638 reactions. Task: Predict the reaction yield, written as a fraction of the theoretical maximum amount of product (1.0 means a 100% yield; for example, 0.34 means a 34% yield). (1) The reactants are C(N(C(C)C)CC)(C)C.[Br:10][C:11]1[CH:16]=[C:15]([C:17]([O-:19])=O)[CH:14]=[CH:13][C:12]=1[C:20]([O:22][CH3:23])=[O:21].CN(C(ON1N=NC2C=CC=CC1=2)=[N+](C)C)C.F[P-](F)(F)(F)(F)F.Cl.[NH:49]1[C:57]2[CH:56]=[CH:55][CH:54]=[C:53]([CH2:58][NH2:59])[C:52]=2[CH:51]=[CH:50]1.C1C=CC2N(O)N=NC=2C=1. The catalyst is CN(C)C=O. The product is [Br:10][C:11]1[CH:16]=[C:15]([C:17]([NH:59][CH2:58][C:53]2[CH:54]=[CH:55][CH:56]=[C:57]3[C:52]=2[CH:51]=[CH:50][NH:49]3)=[O:19])[CH:14]=[CH:13][C:12]=1[C:20]([O:22][CH3:23])=[O:21]. The yield is 0.700. (2) The reactants are [CH3:1][N:2]([CH3:32])[C:3]1[N:12]=[C:11]([NH:13][CH2:14][C:15]2[CH:20]=[CH:19][C:18]([NH:21][C:22](=[O:30])[C:23]3[CH:28]=[CH:27][C:26]([F:29])=[CH:25][CH:24]=3)=[CH:17][CH:16]=2)[C:10]2[C:5](=[CH:6][C:7](I)=[CH:8][CH:9]=2)[N:4]=1.[CH2:33]([Sn](CCCC)(CCCC)/C=C/C)[CH2:34][CH2:35]C.Cl. No catalyst specified. The product is [CH3:1][N:2]([CH3:32])[C:3]1[N:12]=[C:11]([NH:13][CH2:14][C:15]2[CH:20]=[CH:19][C:18]([NH:21][C:22](=[O:30])[C:23]3[CH:28]=[CH:27][C:26]([F:29])=[CH:25][CH:24]=3)=[CH:17][CH:16]=2)[C:10]2[C:5](=[CH:6][C:7](/[CH:33]=[CH:34]/[CH3:35])=[CH:8][CH:9]=2)[N:4]=1. The yield is 0.760. (3) The reactants are O[CH2:2][C:3]1[CH:8]=[CH:7][C:6]([O:9][C:10](=[O:19])[N:11]([CH3:18])[C:12]2[CH:17]=[CH:16][CH:15]=[CH:14][CH:13]=2)=[CH:5][CH:4]=1.[OH:20][C:21]1[CH:26]=[CH:25][N:24]=[CH:23][CH:22]=1. No catalyst specified. The product is [O:20]=[C:21]1[CH:26]=[CH:25][N:24]([CH2:2][C:3]2[CH:8]=[CH:7][C:6]([O:9][C:10](=[O:19])[N:11]([CH3:18])[C:12]3[CH:17]=[CH:16][CH:15]=[CH:14][CH:13]=3)=[CH:5][CH:4]=2)[CH:23]=[CH:22]1. The yield is 0.330. (4) The reactants are [CH3:1][O:2][C:3](=[O:17])[C:4]1[CH:9]=[CH:8][C:7]([C:10]2[O:11][C:12]([CH:15]=O)=[CH:13][CH:14]=2)=[CH:6][CH:5]=1.[N:18]1([CH2:24][CH2:25][CH2:26][N:27]2[C:31](=[O:32])[CH2:30][S:29][C:28]2=[S:33])[CH2:23][CH2:22][O:21][CH2:20][CH2:19]1. The catalyst is C(O)C.N1CCCCC1. The product is [CH3:1][O:2][C:3](=[O:17])[C:4]1[CH:5]=[CH:6][C:7]([C:10]2[O:11][C:12]([CH:15]=[C:30]3[S:29][C:28](=[S:33])[N:27]([CH2:26][CH2:25][CH2:24][N:18]4[CH2:19][CH2:20][O:21][CH2:22][CH2:23]4)[C:31]3=[O:32])=[CH:13][CH:14]=2)=[CH:8][CH:9]=1. The yield is 0.250.